The task is: Predict the product of the given reaction.. This data is from Forward reaction prediction with 1.9M reactions from USPTO patents (1976-2016). (1) The product is: [Cl:1][C:2]1[CH:10]=[C:9]2[C:5]([CH:6]=[C:7]([CH2:12][CH2:13][N:21]([CH2:19][CH3:20])[C:45](=[O:46])[O:44][C:41]([CH3:43])([CH3:42])[CH3:40])[N:8]2[CH3:11])=[CH:4][C:3]=1[C:16]#[N:17]. Given the reactants [Cl:1][C:2]1[CH:10]=[C:9]2[C:5]([CH:6]=[C:7]([CH:12]=[CH:13]OC)[N:8]2[CH3:11])=[CH:4][C:3]=1[C:16]#[N:17].Cl.[CH2:19]([NH2:21])[CH3:20].CC(O)=O.[BH-](OC(C)=O)(OC(C)=O)OC(C)=O.[Na+].[CH3:40][C:41]([O:44][C:45](O[C:45]([O:44][C:41]([CH3:43])([CH3:42])[CH3:40])=[O:46])=[O:46])([CH3:43])[CH3:42], predict the reaction product. (2) The product is: [CH3:24][N:25]([CH2:37][CH2:38][N:39]1[CH2:44][CH2:43][O:42][CH2:41][CH2:40]1)[C:26]([C:28]1[CH:29]=[C:30]([CH:34]=[CH:35][CH:36]=1)[C:31]([NH:1][C:2]1[CH:7]=[CH:6][C:5]([N:8]2[CH2:13][CH2:12][CH2:11][CH2:10][CH2:9]2)=[CH:4][C:3]=1[C:14]1[CH:15]=[C:16]([CH:21]=[CH:22][N:23]=1)[C:17]([O:19][CH3:20])=[O:18])=[O:32])=[O:27]. Given the reactants [NH2:1][C:2]1[CH:7]=[CH:6][C:5]([N:8]2[CH2:13][CH2:12][CH2:11][CH2:10][CH2:9]2)=[CH:4][C:3]=1[C:14]1[CH:15]=[C:16]([CH:21]=[CH:22][N:23]=1)[C:17]([O:19][CH3:20])=[O:18].[CH3:24][N:25]([CH2:37][CH2:38][N:39]1[CH2:44][CH2:43][O:42][CH2:41][CH2:40]1)[C:26]([C:28]1[CH:29]=[C:30]([CH:34]=[CH:35][CH:36]=1)[C:31](O)=[O:32])=[O:27].C(N(C(C)C)CC)(C)C.CN(C(ON1N=NC2C=CC=NC1=2)=[N+](C)C)C.F[P-](F)(F)(F)(F)F, predict the reaction product. (3) Given the reactants [NH:1]1[CH2:6][CH2:5][NH:4][CH2:3][CH2:2]1.[C:7]([C:11]1[N:16]=[C:15](Cl)[CH:14]=[C:13]([CH:18]2[CH2:21][CH2:20][CH2:19]2)[N:12]=1)([CH3:10])([CH3:9])[CH3:8], predict the reaction product. The product is: [C:7]([C:11]1[N:12]=[C:13]([CH:18]2[CH2:21][CH2:20][CH2:19]2)[CH:14]=[C:15]([N:1]2[CH2:6][CH2:5][NH:4][CH2:3][CH2:2]2)[N:16]=1)([CH3:10])([CH3:8])[CH3:9]. (4) Given the reactants C([N:8]1[CH2:13][CH:12]=[C:11]([C:14]2[CH:19]=[CH:18][C:17]([C@@H:20]([NH:22][C:23](=[O:26])[CH2:24][CH3:25])[CH3:21])=[CH:16][CH:15]=2)[CH2:10][CH2:9]1)C1C=CC=CC=1, predict the reaction product. The product is: [NH:8]1[CH2:13][CH2:12][CH:11]([C:14]2[CH:19]=[CH:18][C:17]([C@@H:20]([NH:22][C:23](=[O:26])[CH2:24][CH3:25])[CH3:21])=[CH:16][CH:15]=2)[CH2:10][CH2:9]1. (5) Given the reactants [NH2:1][C:2]1[CH:7]=[CH:6][C:5]([CH2:8][CH2:9][N:10]([CH2:40][C:41]2[CH:46]=[CH:45][CH:44]=[CH:43][CH:42]=2)[CH2:11][C@@H:12]([C:21]2[CH:30]=[CH:29][C:28]([O:31][CH2:32][C:33]3[CH:38]=[CH:37][CH:36]=[CH:35][CH:34]=3)=[C:27]3[C:22]=2[CH:23]=[CH:24][C:25](=[O:39])[NH:26]3)[O:13][Si:14]([C:17]([CH3:20])([CH3:19])[CH3:18])([CH3:16])[CH3:15])=[CH:4][CH:3]=1.[C:47]1([C:78]2[CH:83]=[CH:82][CH:81]=[CH:80][CH:79]=2)[CH:52]=[CH:51][CH:50]=[CH:49][C:48]=1[NH:53][C:54]([O:56][CH:57]1[CH2:62][CH2:61][N:60]([CH2:63][CH2:64][C:65](CNC2C=C(C=CC=2)C(O)=O)=[O:66])[CH2:59][CH2:58]1)=[O:55].ON1[C:89]2[N:90]=[CH:91][CH:92]=[CH:93][C:88]=2N=N1.C(N([CH2:101][CH3:102])C(C)C)(C)C.CCN=C=NCCCN(C)C.Cl.[C:115](=O)(O)[O-:116].[Na+], predict the reaction product. The product is: [CH2:40]([N:10]([CH2:11][C@@H:12]([C:21]1[CH:30]=[CH:29][C:28]([O:31][CH2:32][C:33]2[CH:38]=[CH:37][CH:36]=[CH:35][CH:34]=2)=[C:27]2[C:22]=1[CH:23]=[CH:24][C:25](=[O:39])[NH:26]2)[O:13][Si:14]([C:17]([CH3:20])([CH3:18])[CH3:19])([CH3:16])[CH3:15])[CH2:9][CH2:8][C:5]1[CH:4]=[CH:3][C:2]([NH:1][C:115]([C:92]2[CH:93]=[C:88]([CH2:89][NH:90][C:65]([CH2:64][CH2:63][N:60]3[CH2:59][CH2:58][CH:57]([O:56][C:54](=[O:55])[NH:53][C:48]4[CH:49]=[CH:50][CH:51]=[CH:52][C:47]=4[C:78]4[CH:79]=[CH:80][CH:81]=[CH:82][CH:83]=4)[CH2:62][CH2:61]3)=[O:66])[CH:101]=[CH:102][CH:91]=2)=[O:116])=[CH:7][CH:6]=1)[C:41]1[CH:42]=[CH:43][CH:44]=[CH:45][CH:46]=1. (6) Given the reactants [CH3:1][N:2]([CH3:27])[CH2:3][CH2:4][N:5]1[C:9]2[N:10]=[C:11]([C:20]3[CH:26]=[CH:25][C:23]([NH2:24])=[CH:22][CH:21]=3)[N:12]=[C:13]([N:14]3[CH2:19][CH2:18][O:17][CH2:16][CH2:15]3)[C:8]=2[CH:7]=[CH:6]1.ClC(Cl)(O[C:32](=[O:38])OC(Cl)(Cl)Cl)Cl.[CH3:40][N:41]([CH3:45])[CH2:42][CH2:43][NH2:44], predict the reaction product. The product is: [CH3:40][N:41]([CH3:45])[CH2:42][CH2:43][NH:44][C:32]([NH:24][C:23]1[CH:25]=[CH:26][C:20]([C:11]2[N:12]=[C:13]([N:14]3[CH2:15][CH2:16][O:17][CH2:18][CH2:19]3)[C:8]3[CH:7]=[CH:6][N:5]([CH2:4][CH2:3][N:2]([CH3:27])[CH3:1])[C:9]=3[N:10]=2)=[CH:21][CH:22]=1)=[O:38]. (7) Given the reactants [NH2:1][CH2:2][C@@H:3]1[C@@H:11]([C@@:12]2([CH3:21])[CH2:17][CH2:16][C@H:15]([OH:18])[CH2:14][C@@H:13]2[CH2:19][OH:20])[CH2:10][CH2:9][C@@:8]2([CH3:22])[C@H:4]1[CH2:5][CH2:6][C:7]2=[CH2:23].C([O-])(=O)C.[Na+].[N:29]#[C:30]Br, predict the reaction product. The product is: [OH:18][C@H:15]1[CH2:16][CH2:17][C@@:12]([C@H:11]2[CH2:10][CH2:9][C@@:8]3([CH3:22])[C@@H:4]([CH2:5][CH2:6][C:7]3=[CH2:23])[C@@H:3]2[CH2:2][NH:1][C:30]#[N:29])([CH3:21])[C@@H:13]([CH2:19][OH:20])[CH2:14]1. (8) Given the reactants C[O:2][C:3]([C:5]1[C:6](Cl)=[N:7][C:8]2[C:13]([C:14]=1[C:15]1[CH:20]=[CH:19][CH:18]=[CH:17][CH:16]=1)=[CH:12][C:11]([Cl:21])=[CH:10][C:9]=2[Cl:22])=[O:4].[CH3:24][CH:25]1[CH2:29][CH2:28][CH2:27][NH:26]1, predict the reaction product. The product is: [Cl:21][C:11]1[CH:12]=[C:13]2[C:8](=[C:9]([Cl:22])[CH:10]=1)[N:7]=[C:6]([N:26]1[CH2:27][CH2:28][CH2:29][CH:25]1[CH3:24])[C:5]([C:3]([OH:2])=[O:4])=[C:14]2[C:15]1[CH:16]=[CH:17][CH:18]=[CH:19][CH:20]=1. (9) Given the reactants [C:1]([C:5]1[CH:6]=[C:7]([NH:18][C:19]([NH:21][C:22]2[C:31]3[C:26](=[CH:27][CH:28]=[CH:29][CH:30]=3)[C:25]([O:32][C:33]3[CH:38]=[CH:37][N:36]=[C:35](Cl)[CH:34]=3)=[CH:24][CH:23]=2)=[O:20])[C:8]([O:16][CH3:17])=[C:9]([NH:11][S:12]([CH3:15])(=[O:14])=[O:13])[CH:10]=1)([CH3:4])([CH3:3])[CH3:2].[CH3:40][O:41][C:42]1[CH:43]=[C:44]([CH:46]=[C:47]([S:49]([CH2:51][CH2:52][O:53][CH2:54][CH2:55][O:56][CH2:57][CH2:58][O:59][CH3:60])=[O:50])[CH:48]=1)[NH2:45].C([O-])([O-])=O.[K+].[K+].CC(C1C=C(C(C)C)C(C2C(P(C3CCCCC3)C3CCCCC3)=C(OC)C=CC=2OC)=C(C(C)C)C=1)C, predict the reaction product. The product is: [C:1]([C:5]1[CH:10]=[C:9]([NH:11][S:12]([CH3:15])(=[O:14])=[O:13])[C:8]([O:16][CH3:17])=[C:7]([NH:18][C:19]([NH:21][C:22]2[C:31]3[C:26](=[CH:27][CH:28]=[CH:29][CH:30]=3)[C:25]([O:32][C:33]3[CH:38]=[CH:37][N:36]=[C:35]([NH:45][C:44]4[CH:46]=[C:47]([S:49]([CH2:51][CH2:52][O:53][CH2:54][CH2:55][O:56][CH2:57][CH2:58][O:59][CH3:60])=[O:50])[CH:48]=[C:42]([O:41][CH3:40])[CH:43]=4)[CH:34]=3)=[CH:24][CH:23]=2)=[O:20])[CH:6]=1)([CH3:4])([CH3:3])[CH3:2].